This data is from Full USPTO retrosynthesis dataset with 1.9M reactions from patents (1976-2016). The task is: Predict the reactants needed to synthesize the given product. (1) The reactants are: [C:1]([O:5][C:6](=[O:29])[NH:7][C@@H:8]([C:14]1[CH:19]=[CH:18][C:17]([O:20][Si:21]([C:24]([CH3:27])([CH3:26])[CH3:25])([CH3:23])[CH3:22])=[C:16]([Cl:28])[CH:15]=1)C(=O)C=[N+]=[N-])([CH3:4])([CH3:3])[CH3:2].[CH2:30]([O:33][C:34](=[O:43])[CH2:35][CH2:36]/[C:37](/[CH3:42])=[CH:38]/[CH2:39][CH2:40][OH:41])[CH:31]=[CH2:32].C(N(CC)CC)C.C1C[O:54][CH2:53][CH2:52]1. Given the product [CH2:30]([O:33][C:34](=[O:43])[CH2:35][CH2:36]/[C:37](/[CH3:42])=[CH:38]/[CH2:39][CH2:40][O:41][C:53](=[O:54])[CH2:52][C@@H:8]([NH:7][C:6]([O:5][C:1]([CH3:3])([CH3:2])[CH3:4])=[O:29])[C:14]1[CH:19]=[CH:18][C:17]([O:20][Si:21]([C:24]([CH3:27])([CH3:26])[CH3:25])([CH3:22])[CH3:23])=[C:16]([Cl:28])[CH:15]=1)[CH:31]=[CH2:32], predict the reactants needed to synthesize it. (2) Given the product [NH2:25][C:20]1[N:21]([CH3:24])[C:22](=[O:23])[C:16]2([N:19]=1)[CH:15]1[CH:10]([CH2:11][C:12]([OH:33])([CH3:1])[CH2:13][CH2:14]1)[O:9][C:8]1[C:17]2=[CH:18][C:5]([Br:4])=[CH:6][CH:7]=1, predict the reactants needed to synthesize it. The reactants are: [CH3:1][Mg+].[Br-].[Br:4][C:5]1[CH:18]=[C:17]2[C:8]([O:9][CH:10]3[CH:15]([C:16]42[C:22](=[O:23])[N:21]([CH3:24])[C:20]([NH:25]C(=O)OC(C)(C)C)=[N:19]4)[CH2:14][CH2:13][C:12](=[O:33])[CH2:11]3)=[CH:7][CH:6]=1. (3) Given the product [O:1]([CH2:19][C:20]1([CH2:28][N:29]2[CH:33]=[C:32]([CH:34]=[O:40])[N:31]=[C:30]2[N+:36]([O-:38])=[O:37])[CH2:25][O:24][C:23]([CH3:27])([CH3:26])[O:22][CH2:21]1)[Si:2]([C:15]([CH3:16])([CH3:18])[CH3:17])([C:9]1[CH:14]=[CH:13][CH:12]=[CH:11][CH:10]=1)[C:3]1[CH:8]=[CH:7][CH:6]=[CH:5][CH:4]=1, predict the reactants needed to synthesize it. The reactants are: [O:1]([CH2:19][C:20]1([CH2:28][N:29]2[CH:33]=[C:32]([CH:34]=C)[N:31]=[C:30]2[N+:36]([O-:38])=[O:37])[CH2:25][O:24][C:23]([CH3:27])([CH3:26])[O:22][CH2:21]1)[Si:2]([C:15]([CH3:18])([CH3:17])[CH3:16])([C:9]1[CH:14]=[CH:13][CH:12]=[CH:11][CH:10]=1)[C:3]1[CH:8]=[CH:7][CH:6]=[CH:5][CH:4]=1.I([O-])(=O)=[O:40].[Na+]. (4) Given the product [Cl:1][C:2]1[N:7]=[CH:6][C:5]2[CH:8]=[N:9][N:10]([C:11]3[N:12]=[C:13]([N:28]4[CH2:27][CH2:26][N:25]([C:18]([O:20][C:21]([CH3:24])([CH3:23])[CH3:22])=[O:19])[CH2:30][CH2:29]4)[CH:14]=[CH:15][CH:16]=3)[C:4]=2[CH:3]=1, predict the reactants needed to synthesize it. The reactants are: [Cl:1][C:2]1[N:7]=[CH:6][C:5]2[CH:8]=[N:9][N:10]([C:11]3[CH:16]=[CH:15][CH:14]=[C:13](F)[N:12]=3)[C:4]=2[CH:3]=1.[C:18]([N:25]1[CH2:30][CH2:29][NH:28][CH2:27][CH2:26]1)([O:20][C:21]([CH3:24])([CH3:23])[CH3:22])=[O:19]. (5) Given the product [CH2:1]([N:8]1[CH2:12][C@@H:11]([N:13]([CH2:35][C:34]2[CH:37]=[CH:38][CH:39]=[C:32]([F:31])[CH:33]=2)[CH3:14])[CH2:10][C@H:9]1[C:15]([N:17]1[CH2:22][CH2:21][N:20]([C:23]2[CH:30]=[CH:29][CH:28]=[CH:27][C:24]=2[C:25]#[N:26])[CH2:19][CH2:18]1)=[O:16])[C:2]1[CH:7]=[CH:6][CH:5]=[CH:4][CH:3]=1, predict the reactants needed to synthesize it. The reactants are: [CH2:1]([N:8]1[CH2:12][CH:11]([NH:13][CH3:14])[CH2:10][CH:9]1[C:15]([N:17]1[CH2:22][CH2:21][N:20]([C:23]2[CH:30]=[CH:29][CH:28]=[CH:27][C:24]=2[C:25]#[N:26])[CH2:19][CH2:18]1)=[O:16])[C:2]1[CH:7]=[CH:6][CH:5]=[CH:4][CH:3]=1.[F:31][C:32]1[CH:33]=[C:34]([CH:37]=[CH:38][CH:39]=1)[CH:35]=O. (6) Given the product [NH2:4][C@H:5]([C:13]([O-:15])=[O:14])[CH2:6][CH2:7][CH2:8][NH:9][C:10](=[NH:11])[NH2:12].[Mg+2:2].[NH2:4][C@H:5]([C:13]([O-:15])=[O:14])[CH2:6][CH2:7][CH2:8][NH:9][C:10](=[NH:11])[NH2:12], predict the reactants needed to synthesize it. The reactants are: [OH-].[Mg+2:2].[OH-].[NH2:4][C@H:5]([C:13]([OH:15])=[O:14])[CH2:6][CH2:7][CH2:8][NH:9][C:10](=[NH:12])[NH2:11].O. (7) The reactants are: [F:1][C:2]1[C:7]([C:8]([F:11])([F:10])[F:9])=[CH:6][CH:5]=[CH:4][C:3]=1[C:12]1(O)[CH2:17][CH2:16][N:15]([CH3:18])[CH2:14][CH2:13]1.[OH-].[Na+]. Given the product [F:1][C:2]1[C:7]([C:8]([F:9])([F:10])[F:11])=[CH:6][CH:5]=[CH:4][C:3]=1[C:12]1[CH2:17][CH2:16][N:15]([CH3:18])[CH2:14][CH:13]=1, predict the reactants needed to synthesize it.